The task is: Binary Classification. Given a miRNA mature sequence and a target amino acid sequence, predict their likelihood of interaction.. This data is from Experimentally validated miRNA-target interactions with 360,000+ pairs, plus equal number of negative samples. The miRNA is hsa-miR-6790-5p with sequence GUGAGUGUGGAUUUGGCGGGGUU. Result: 0 (no interaction). The protein sequence of the target gene is MPDPSKSAPAPKKGSKKAVTKAQKKDGKKRKRGRKESYSIYVYKVLKQVHPDTGISSKAMGIMNSFVNDIFERIASEASRLAHYNKRSTITSREVQTAVRLLLPGELAKHAVSEGTKAVTKYTSSK.